This data is from Forward reaction prediction with 1.9M reactions from USPTO patents (1976-2016). The task is: Predict the product of the given reaction. The product is: [C:20]1([S@@:19]([CH2:27][C:31]([O:33][CH2:34][CH3:35])=[O:32])(=[N:18][Si:17]([CH3:29])([CH3:28])[CH3:16])=[O:26])[CH:25]=[CH:24][CH:23]=[CH:22][CH:21]=1. Given the reactants CC1(C)CCCC(C)(C)N1.[Li]CCCC.[CH3:16][Si:17]([CH3:29])([CH3:28])[N:18]=[S@@:19]([CH3:27])(=[O:26])[C:20]1[CH:25]=[CH:24][CH:23]=[CH:22][CH:21]=1.Cl[C:31]([O:33][CH2:34][CH3:35])=[O:32].[NH4+].[Cl-], predict the reaction product.